The task is: Predict the reactants needed to synthesize the given product.. This data is from Full USPTO retrosynthesis dataset with 1.9M reactions from patents (1976-2016). (1) Given the product [N:24]1([C:27]2[CH:33]=[CH:32][C:31]([N:34]3[CH2:35][CH2:36][O:37][CH2:38][CH2:39]3)=[CH:30][C:28]=2[NH:29][C:2]2[C:11]3[C:6](=[CH:7][C:8]([F:13])=[CH:9][C:10]=3[F:12])[N:5]=[C:4]([C:14]3[CH:19]=[CH:18][CH:17]=[CH:16][N:15]=3)[C:3]=2[CH3:20])[CH2:25][CH2:26][O:21][CH2:22][CH2:23]1, predict the reactants needed to synthesize it. The reactants are: Cl[C:2]1[C:11]2[C:6](=[CH:7][C:8]([F:13])=[CH:9][C:10]=2[F:12])[N:5]=[C:4]([C:14]2[CH:19]=[CH:18][CH:17]=[CH:16][N:15]=2)[C:3]=1[CH3:20].[O:21]1[CH2:26][CH2:25][N:24]([C:27]2[CH:33]=[CH:32][C:31]([N:34]3[CH2:39][CH2:38][O:37][CH2:36][CH2:35]3)=[CH:30][C:28]=2[NH2:29])[CH2:23][CH2:22]1. (2) Given the product [F:1][C:2]1[CH:3]=[C:4]2[C:8](=[CH:9][CH:10]=1)[N:7]([CH2:11][C:12]([OH:14])=[O:13])[C:6]([CH3:15])=[C:5]2[C:38]1[C:47]2[C:42](=[CH:43][CH:44]=[CH:45][CH:46]=2)[C:41](=[O:48])[N:40]([CH2:49][C:50]([F:51])([F:52])[F:53])[CH:39]=1, predict the reactants needed to synthesize it. The reactants are: [F:1][C:2]1[CH:3]=[C:4]2[C:8](=[CH:9][CH:10]=1)[N:7]([CH2:11][C:12]([OH:14])=[O:13])[C:6]([CH3:15])=[C:5]2C1C2C(=CC=CC=2)C(=O)N(C(C)C)C=1.CC1(C)C(C)(C)OB([C:38]2[C:47]3[C:42](=[CH:43][CH:44]=[CH:45][CH:46]=3)[C:41](=[O:48])[N:40]([CH2:49][C:50]([F:53])([F:52])[F:51])[CH:39]=2)O1. (3) Given the product [CH:1]1([C:16]2[CH:17]=[CH:18][C:19]([C:28]([OH:30])=[O:29])=[N:20][C:21]=2[O:22][CH2:23][C:24]([F:26])([F:27])[F:25])[CH2:3][CH2:2]1, predict the reactants needed to synthesize it. The reactants are: [CH:1]1([B-](F)(F)F)[CH2:3][CH2:2]1.[K+].C(=O)([O-])[O-].[Cs+].[Cs+].Br[C:16]1[CH:17]=[CH:18][C:19]([C:28]([OH:30])=[O:29])=[N:20][C:21]=1[O:22][CH2:23][C:24]([F:27])([F:26])[F:25]. (4) Given the product [CH3:1][O:2][C:3]1[C:8]2[CH:9]([NH:12][C:13]3[O:14][CH2:15][C:16]4[CH:22]=[C:21]([NH:23][S:30]([C:24]5[CH:29]=[CH:28][CH:27]=[CH:26][CH:25]=5)(=[O:32])=[O:31])[CH:20]=[CH:19][C:17]=4[N:18]=3)[CH2:10][O:11][C:7]=2[CH:6]=[CH:5][CH:4]=1, predict the reactants needed to synthesize it. The reactants are: [CH3:1][O:2][C:3]1[C:8]2[CH:9]([NH:12][C:13]3[O:14][CH2:15][C:16]4[CH:22]=[C:21]([NH2:23])[CH:20]=[CH:19][C:17]=4[N:18]=3)[CH2:10][O:11][C:7]=2[CH:6]=[CH:5][CH:4]=1.[C:24]1([S:30](Cl)(=[O:32])=[O:31])[CH:29]=[CH:28][CH:27]=[CH:26][CH:25]=1. (5) The reactants are: C(O)(=O)[C:2]1[CH:7]=[CH:6][CH:5]=[N:4][CH:3]=1.CC[N:12]([CH2:15]C)CC.C1(P(N=[N+]=[N-])(C2C=CC=CC=2)=[O:24])C=CC=CC=1.[CH3:34][O:35][C:36]1[CH:37]=[C:38]([C@@:44]23[CH2:52][CH2:51][C@@H:50]([NH2:53])[CH2:49][C@@H:48]2[N:47]([CH3:54])[CH2:46][CH2:45]3)[CH:39]=[CH:40][C:41]=1[O:42][CH3:43]. Given the product [CH3:34][O:35][C:36]1[CH:37]=[C:38]([C@@:44]23[CH2:52][CH2:51][C@@H:50]([NH:53][C:15]([NH:12][C:2]4[CH:3]=[N:4][CH:5]=[CH:6][CH:7]=4)=[O:24])[CH2:49][C@@H:48]2[N:47]([CH3:54])[CH2:46][CH2:45]3)[CH:39]=[CH:40][C:41]=1[O:42][CH3:43], predict the reactants needed to synthesize it. (6) Given the product [CH:1]([C:7]1[C:8]([C:12]2[CH2:13][N:14]([CH3:18])[CH2:15][CH2:16][CH:17]=2)=[N:9][NH:10][CH:11]=1)=[CH:2][CH2:3][CH2:4][CH2:5][CH3:6], predict the reactants needed to synthesize it. The reactants are: [CH:1]([C:7]1[C:8]([C:12]2[CH:13]=[N:14][CH:15]=[CH:16][CH:17]=2)=[N:9][NH:10][CH:11]=1)=[CH:2][CH2:3][CH2:4][CH2:5][CH3:6].[CH3:18]SC1C(C2C=NC=CC=2)=NNC=1. (7) Given the product [Br:38][C:2]1[N:3]([C:13]2[C:22]3[C:17](=[CH:18][CH:19]=[CH:20][CH:21]=3)[C:16]([CH:23]3[CH2:24][CH2:25]3)=[CH:15][CH:14]=2)[C:4]([S:7][CH2:8][CH2:9][C:10]([O:12][CH2:31][CH3:32])=[O:11])=[N:5][N:6]=1, predict the reactants needed to synthesize it. The reactants are: N[C:2]1[N:3]([C:13]2[C:22]3[C:17](=[CH:18][CH:19]=[CH:20][CH:21]=3)[C:16]([CH:23]3[CH2:25][CH2:24]3)=[CH:15][CH:14]=2)[C:4]([S:7][CH2:8][CH2:9][C:10]([O-:12])=[O:11])=[N:5][N:6]=1.N([O-])=O.[Na+].Cl[CH:31](Cl)[C:32](O)=O.O.C(Br)(Br)[Br:38].